Dataset: Reaction yield outcomes from USPTO patents with 853,638 reactions. Task: Predict the reaction yield, written as a fraction of the theoretical maximum amount of product (1.0 means a 100% yield; for example, 0.34 means a 34% yield). The reactants are [N:1]1[C:10]2[C:5](=[CH:6][CH:7]=[CH:8][CH:9]=2)[CH:4]=[CH:3][C:2]=1[CH2:11][O:12][C:13]1[CH:18]=[CH:17][C:16]([CH2:19][C:20]([O:22][C:23]2([C:26]([O:28]C)=O)[CH2:25][CH2:24]2)=[O:21])=[CH:15][CH:14]=1.[H-].[Na+]. The catalyst is CN(C=O)C. The product is [OH:28][C:26]1[C:23]2([CH2:25][CH2:24]2)[O:22][C:20](=[O:21])[C:19]=1[C:16]1[CH:15]=[CH:14][C:13]([O:12][CH2:11][C:2]2[CH:3]=[CH:4][C:5]3[C:10](=[CH:9][CH:8]=[CH:7][CH:6]=3)[N:1]=2)=[CH:18][CH:17]=1. The yield is 0.830.